From a dataset of Reaction yield outcomes from USPTO patents with 853,638 reactions. Predict the reaction yield, written as a fraction of the theoretical maximum amount of product (1.0 means a 100% yield; for example, 0.34 means a 34% yield). (1) The reactants are [CH3:1][N:2]1[C:7](=[O:8])[C:6]([NH:9][C:10]2[CH:19]=[C:13]3[CH2:14][N:15]([CH3:18])[CH2:16][CH2:17][N:12]3[N:11]=2)=[CH:5][C:4]([C:20]2[CH:27]=[N:26][CH:25]=[C:24]([N:28]3[CH2:40][CH2:39][N:31]4[C:32]5[CH2:33][CH2:34][CH2:35][CH2:36][C:37]=5[CH:38]=[C:30]4[C:29]3=[O:41])[C:21]=2[CH:22]=[O:23])=[CH:3]1.[BH4-].[Na+]. The catalyst is CO. The product is [OH:23][CH2:22][C:21]1[C:20]([C:4]2[CH:5]=[C:6]([NH:9][C:10]3[CH:19]=[C:13]4[CH2:14][N:15]([CH3:18])[CH2:16][CH2:17][N:12]4[N:11]=3)[C:7](=[O:8])[N:2]([CH3:1])[CH:3]=2)=[CH:27][N:26]=[CH:25][C:24]=1[N:28]1[CH2:40][CH2:39][N:31]2[C:32]3[CH2:33][CH2:34][CH2:35][CH2:36][C:37]=3[CH:38]=[C:30]2[C:29]1=[O:41]. The yield is 0.850. (2) The reactants are [C:1](=[O:4])([O-:3])[NH2:2].N1C=CN2[CH:13]=[C:12](B(O)O)[CH:11]=CC=12.[N:17]1[CH:18]=[CH:19][N:20]2[CH:25]=[C:24]([C:26]3[N:35]=[C:34]([NH:36][CH2:37][CH:38]([C:44]4[CH:49]=[CH:48][CH:47]=[CH:46][CH:45]=4)C4NC=CC=4)[C:33]4[C:28](=[CH:29][CH:30]=[CH:31][CH:32]=4)[N:27]=3)[CH:23]=[CH:22][C:21]=12.[CH2:50](Cl)Cl.CCOC(C)=O. No catalyst specified. The product is [N:17]1[CH:18]=[CH:19][N:20]2[CH:25]=[C:24]([C:26]3[N:35]=[C:34]([NH:36][CH2:37][C@@H:38]([NH:2][C:1](=[O:3])[O:4][C:12]([CH3:11])([CH3:13])[CH3:50])[C:44]4[CH:49]=[CH:48][CH:47]=[CH:46][CH:45]=4)[C:33]4[C:28](=[CH:29][CH:30]=[CH:31][CH:32]=4)[N:27]=3)[CH:23]=[CH:22][C:21]=12. The yield is 0.600. (3) The reactants are [CH2:1]([N:3]1[C:12]2[C:7](=[C:8]([OH:23])[C:9]([O:13][CH2:14][C:15]3[CH:20]=[CH:19][C:18]([O:21][CH3:22])=[CH:17][CH:16]=3)=[CH:10][CH:11]=2)[C:6](=[O:24])[C:5]([C:25](O)=[O:26])=[CH:4]1)[CH3:2].CN(C(ON1N=NC2C=CC=NC1=2)=[N+](C)C)C.F[P-](F)(F)(F)(F)F.CCN(C(C)C)C(C)C.[N:61]1([CH2:66][CH2:67][NH2:68])[CH2:65][CH2:64][CH2:63][CH2:62]1. The catalyst is CN(C)C=O. The product is [CH2:1]([N:3]1[C:12]2[C:7](=[C:8]([OH:23])[C:9]([O:13][CH2:14][C:15]3[CH:20]=[CH:19][C:18]([O:21][CH3:22])=[CH:17][CH:16]=3)=[CH:10][CH:11]=2)[C:6](=[O:24])[C:5]([C:25]([NH:68][CH2:67][CH2:66][N:61]2[CH2:65][CH2:64][CH2:63][CH2:62]2)=[O:26])=[CH:4]1)[CH3:2]. The yield is 0.567. (4) The reactants are [O:1]=[C:2]1[CH2:7][O:6][C:5]2[CH:8]=[CH:9][C:10]([CH:12]=O)=[N:11][C:4]=2[NH:3]1.[CH3:14][O:15][C:16]1[CH:25]=[C:24]2[C:19]([N:20]=[CH:21][C:22]([S:26][CH2:27][CH2:28][N:29]3[CH2:34][CH2:33][CH:32]([NH2:35])[CH2:31][CH2:30]3)=[N:23]2)=[CH:18][CH:17]=1. No catalyst specified. The product is [CH3:14][O:15][C:16]1[CH:25]=[C:24]2[C:19]([N:20]=[CH:21][C:22]([S:26][CH2:27][CH2:28][N:29]3[CH2:30][CH2:31][CH:32]([NH:35][CH2:12][C:10]4[CH:9]=[CH:8][C:5]5[O:6][CH2:7][C:2](=[O:1])[NH:3][C:4]=5[N:11]=4)[CH2:33][CH2:34]3)=[N:23]2)=[CH:18][CH:17]=1. The yield is 0.440. (5) The reactants are [C:1](O)(=O)/[CH:2]=[CH:3]/[C:4]([OH:6])=O.[C:9]1([CH:15]2[CH2:21][CH2:20][CH2:19][CH2:18][NH:17][CH2:16]2)[CH:14]=[CH:13][CH:12]=[CH:11][CH:10]=1.C(C1C=CC(O[C:29]2[CH:37]=[CH:36][C:32]([C:33]([NH2:35])=[O:34])=[CH:31][N:30]=2)=CC=1)=O.[C:40](O[BH-](OC(=O)C)OC(=O)C)(=O)[CH3:41].[Na+].[C:54](O)(=O)C. The catalyst is ClCCCl. The product is [C:9]1([CH:15]2[CH2:21][CH2:20][CH2:19][CH2:18][N:17]([CH2:54][C:1]3[CH:2]=[CH:3][C:4]([O:6][C:31]4[N:30]=[CH:29][CH:37]=[CH:36][C:32]=4[C:33]([NH2:35])=[O:34])=[CH:41][CH:40]=3)[CH2:16]2)[CH:14]=[CH:13][CH:12]=[CH:11][CH:10]=1. The yield is 0.930.